Dataset: Catalyst prediction with 721,799 reactions and 888 catalyst types from USPTO. Task: Predict which catalyst facilitates the given reaction. Reactant: [CH2:1]([O:5][CH2:6][CH2:7][O:8][C:9]1[CH:14]=[CH:13][C:12]([C:15]2[CH:20]=[CH:19][C:18]([N:21]3[CH2:29][CH2:28][C:23]4([O:27][CH2:26][CH2:25][O:24]4)[CH2:22]3)=[C:17](/[CH:30]=[C:31](\[CH3:37])/[C:32]([O:34]CC)=[O:33])[CH:16]=2)=[CH:11][CH:10]=1)[CH2:2][CH2:3][CH3:4].[OH-].[Na+].O.Cl. Product: [CH2:1]([O:5][CH2:6][CH2:7][O:8][C:9]1[CH:14]=[CH:13][C:12]([C:15]2[CH:20]=[CH:19][C:18]([N:21]3[CH2:29][CH2:28][C:23]4([O:24][CH2:25][CH2:26][O:27]4)[CH2:22]3)=[C:17](/[CH:30]=[C:31](\[CH3:37])/[C:32]([OH:34])=[O:33])[CH:16]=2)=[CH:11][CH:10]=1)[CH2:2][CH2:3][CH3:4]. The catalyst class is: 36.